Predict which catalyst facilitates the given reaction. From a dataset of Catalyst prediction with 721,799 reactions and 888 catalyst types from USPTO. (1) Reactant: C(O[C:9](=O)[N:10]([CH:12]([C:14](=[O:41])[NH:15][CH:16]([C:21]([N:23]1[CH2:27][CH:26]([OH:28])[CH2:25][CH:24]1[C:29]([C:31]1[C:39]2[C:34](=[CH:35][C:36]([F:40])=[CH:37][CH:38]=2)[NH:33][CH:32]=1)=[O:30])=[O:22])[C:17]([CH3:20])([CH3:19])[CH3:18])[CH3:13])C)C1C=CC=CC=1.[H][H]. Product: [F:40][C:36]1[CH:35]=[C:34]2[C:39]([C:31]([C:29]([CH:24]3[CH2:25][CH:26]([OH:28])[CH2:27][N:23]3[C:21]([CH:16]([NH:15][C:14](=[O:41])[CH:12]([NH:10][CH3:9])[CH3:13])[C:17]([CH3:18])([CH3:19])[CH3:20])=[O:22])=[O:30])=[CH:32][NH:33]2)=[CH:38][CH:37]=1. The catalyst class is: 19. (2) Reactant: [Cl:1][C:2]1[C:7]([C:8]([O:10][CH3:11])=[O:9])=[CH:6][CH:5]=[C:4]([C:12]2[CH:17]=[CH:16][C:15]([Cl:18])=[CH:14][C:13]=2[Cl:19])[N:3]=1.Cl.[NH2:21][C:22]1[C:27]([C:28](=[O:33])[C:29]([F:32])([F:31])[F:30])=[CH:26][CH:25]=[C:24]([NH:34][CH:35]2[CH2:40][CH2:39][CH2:38][NH:37][CH2:36]2)[N:23]=1.C(N(CC)C(C)C)(C)C. Product: [ClH:1].[NH2:21][C:22]1[N:23]=[C:24]([NH:34][CH:35]2[CH2:40][CH2:39][CH2:38][N:37]([C:2]3[C:7]([C:8]([O:10][CH3:11])=[O:9])=[CH:6][CH:5]=[C:4]([C:12]4[CH:17]=[CH:16][C:15]([Cl:18])=[CH:14][C:13]=4[Cl:19])[N:3]=3)[CH2:36]2)[CH:25]=[CH:26][C:27]=1[C:28](=[O:33])[C:29]([F:32])([F:31])[F:30]. The catalyst class is: 16. (3) The catalyst class is: 2. Product: [NH2:7][CH:8]1[CH2:13][CH2:12][CH2:11][N:10]([C:14](=[O:38])[C@@H:15]([N:17]2[CH2:21][CH2:20][C@H:19]([NH:22][S:23]([C:26]3[CH:35]=[CH:34][C:33]4[C:28](=[CH:29][CH:30]=[C:31]([Cl:36])[CH:32]=4)[CH:27]=3)(=[O:25])=[O:24])[C:18]2=[O:37])[CH3:16])[CH2:9]1. Reactant: C(OC(=O)[NH:7][CH:8]1[CH2:13][CH2:12][CH2:11][N:10]([C:14](=[O:38])[C@@H:15]([N:17]2[CH2:21][CH2:20][C@H:19]([NH:22][S:23]([C:26]3[CH:35]=[CH:34][C:33]4[C:28](=[CH:29][CH:30]=[C:31]([Cl:36])[CH:32]=4)[CH:27]=3)(=[O:25])=[O:24])[C:18]2=[O:37])[CH3:16])[CH2:9]1)(C)(C)C.FC(F)(F)C(O)=O. (4) Reactant: [CH2:1]([N:3]=[C:4]=[O:5])[CH3:2].[CH2:6]([NH:8][C:9](=[O:33])[C:10]1[CH:15]=[C:14]([C:16]2[CH:24]=[C:23]3[C:19]([C:20]([CH:25]4[CH2:30][CH2:29][NH:28][CH2:27][CH2:26]4)=[N:21][NH:22]3)=[CH:18][CH:17]=2)[C:13]([CH3:31])=[C:12]([F:32])[CH:11]=1)[CH3:7]. Product: [CH2:1]([NH:3][C:4]([N:28]1[CH2:29][CH2:30][CH:25]([C:20]2[C:19]3[C:23](=[CH:24][C:16]([C:14]4[CH:15]=[C:10]([C:9]([NH:8][CH2:6][CH3:7])=[O:33])[CH:11]=[C:12]([F:32])[C:13]=4[CH3:31])=[CH:17][CH:18]=3)[NH:22][N:21]=2)[CH2:26][CH2:27]1)=[O:5])[CH3:2]. The catalyst class is: 3.